This data is from Full USPTO retrosynthesis dataset with 1.9M reactions from patents (1976-2016). The task is: Predict the reactants needed to synthesize the given product. (1) Given the product [ClH:1].[CH2:27]([N:24]1[CH2:23][CH2:22][N:21]([C:18]2[CH:17]=[CH:16][C:15]([C:13]([NH:12][C:6]3([C:4]([OH:5])=[O:3])[CH2:11][CH2:10][CH2:9][CH2:8][CH2:7]3)=[O:14])=[CH:20][CH:19]=2)[CH2:26][CH2:25]1)[CH2:28][CH3:29], predict the reactants needed to synthesize it. The reactants are: [ClH:1].C[O:3][C:4]([C:6]1([NH:12][C:13]([C:15]2[CH:20]=[CH:19][C:18]([N:21]3[CH2:26][CH2:25][N:24]([CH2:27][CH2:28][CH3:29])[CH2:23][CH2:22]3)=[CH:17][CH:16]=2)=[O:14])[CH2:11][CH2:10][CH2:9][CH2:8][CH2:7]1)=[O:5]. (2) Given the product [Si:14]([O:13][C@H:10]1[CH2:11][CH2:12][C@H:7]([C:3]2[N:2]([CH3:1])[CH:6]=[CH:5][N:4]=2)[CH2:8][CH2:9]1)([C:17]([CH3:20])([CH3:19])[CH3:18])([CH3:16])[CH3:15], predict the reactants needed to synthesize it. The reactants are: [CH3:1][N:2]1[CH:6]=[CH:5][N:4]=[C:3]1[C@H:7]1[CH2:12][CH2:11][C@H:10]([OH:13])[CH2:9][CH2:8]1.[Si:14](Cl)([C:17]([CH3:20])([CH3:19])[CH3:18])([CH3:16])[CH3:15].N1C=CN=C1. (3) The reactants are: [CH3:1][O:2][C:3]1[CH:4]=[C:5]([C:12](=O)[CH3:13])[CH:6]=[CH:7][C:8]=1[N+:9]([O-])=O.[NH:15]1[CH2:20][CH2:19][O:18][CH2:17][CH2:16]1.[BH-](OC(C)=O)(OC(C)=O)OC(C)=O.[Na+].C([O-])(O)=O.[Na+]. Given the product [CH3:1][O:2][C:3]1[CH:4]=[C:5]([CH:12]([N:15]2[CH2:20][CH2:19][O:18][CH2:17][CH2:16]2)[CH3:13])[CH:6]=[CH:7][C:8]=1[NH2:9], predict the reactants needed to synthesize it. (4) Given the product [C:11]([O:10][C:8]([N:15]1[CH2:20][CH2:19][N:18]([CH2:2][B-:3]([F:6])([F:5])[F:4])[C@H:17]([CH3:21])[CH2:16]1)=[O:9])([CH3:14])([CH3:12])[CH3:13].[K+:7], predict the reactants needed to synthesize it. The reactants are: Br[CH2:2][B-:3]([F:6])([F:5])[F:4].[K+:7].[C:8]([N:15]1[CH2:20][CH2:19][NH:18][C@H:17]([CH3:21])[CH2:16]1)([O:10][C:11]([CH3:14])([CH3:13])[CH3:12])=[O:9].C([O-])([O-])=O.[K+].[K+]. (5) Given the product [Cl:15][C:10]1[C:9]2[C:4](=[CH:5][CH:6]=[CH:7][CH:8]=2)[N:3]=[C:2]([CH3:1])[N:11]=1, predict the reactants needed to synthesize it. The reactants are: [CH3:1][C:2]1[NH:11][C:10](=O)[C:9]2[C:4](=[CH:5][CH:6]=[CH:7][CH:8]=2)[N:3]=1.P(Cl)(Cl)([Cl:15])=O.CN(C)C1C=CC=CC=1. (6) Given the product [N:23]1([C:26]2[C:27](=[O:32])[N:28]([CH2:36][CH2:37][O:64][C:57]3[CH:58]=[CH:59][C:60]([F:63])=[C:61]([F:62])[C:56]=3[F:55])[CH:29]=[CH:30][N:31]=2)[CH2:22][CH2:21][NH:20][CH2:25][CH2:24]1, predict the reactants needed to synthesize it. The reactants are: CN(C(/N=N/C(N(C)C)=O)=O)C.C(OC([N:20]1[CH2:25][CH2:24][N:23]([C:26]2[C:27]([O:32]CCO)=[N:28][CH:29]=[CH:30][N:31]=2)[CH2:22][CH2:21]1)=O)(C)(C)C.[C:36]1(P(C2C=CC=CC=2)C2C=CC=CC=2)C=CC=C[CH:37]=1.[F:55][C:56]1[C:61]([F:62])=[C:60]([F:63])[CH:59]=[CH:58][C:57]=1[OH:64]. (7) Given the product [Cl:1][C:2]1[CH:3]=[CH:4][C:5]2[N:11]3[C:12]([CH:15]=[O:36])=[CH:13][CH:14]=[C:10]3[C@@H:9]([CH2:17][CH2:18][C:19]([O:21][CH3:22])=[O:20])[O:8][C@H:7]([C:23]3[CH:28]=[CH:27][CH:26]=[C:25]([O:29][CH3:30])[C:24]=3[O:31][CH3:32])[C:6]=2[CH:33]=1, predict the reactants needed to synthesize it. The reactants are: [Cl:1][C:2]1[CH:3]=[CH:4][C:5]2[N:11]3[C:12]([C:15]#N)=[CH:13][CH:14]=[C:10]3[C@@H:9]([CH2:17][CH2:18][C:19]([O:21][CH3:22])=[O:20])[O:8][C@H:7]([C:23]3[CH:28]=[CH:27][CH:26]=[C:25]([O:29][CH3:30])[C:24]=3[O:31][CH3:32])[C:6]=2[CH:33]=1.C(O)(=[O:36])C.